Task: Predict the reactants needed to synthesize the given product.. Dataset: Full USPTO retrosynthesis dataset with 1.9M reactions from patents (1976-2016) Given the product [N:1]1([CH2:5][CH2:6][N:7]2[CH:11]=[C:10]([C:12]3[CH:17]=[CH:16][N:15]=[C:14]([CH:18]([CH3:20])[CH3:19])[CH:13]=3)[N:9]=[C:8]2[CH:21]2[CH2:22][CH2:23][N:24]([C:28]3[N:33]=[CH:32][N:31]=[C:30]([NH2:34])[C:29]=3[CH:35]([CH3:37])[CH3:36])[CH2:25][CH2:26]2)[CH2:4][CH2:3][CH2:2]1, predict the reactants needed to synthesize it. The reactants are: [N:1]1([CH2:5][CH2:6][N:7]2[CH:11]=[C:10]([C:12]3[CH:17]=[CH:16][N:15]=[C:14]([CH:18]([CH3:20])[CH3:19])[CH:13]=3)[N:9]=[C:8]2[CH:21]2[CH2:26][CH2:25][NH:24][CH2:23][CH2:22]2)[CH2:4][CH2:3][CH2:2]1.Cl[C:28]1[N:33]=[CH:32][N:31]=[C:30]([NH2:34])[C:29]=1[CH:35]([CH3:37])[CH3:36].